Dataset: Reaction yield outcomes from USPTO patents with 853,638 reactions. Task: Predict the reaction yield, written as a fraction of the theoretical maximum amount of product (1.0 means a 100% yield; for example, 0.34 means a 34% yield). The reactants are [F:1][C:2]([F:20])([F:19])[C:3]1[CH:8]=[CH:7][CH:6]=[CH:5][C:4]=1[C:9]1[CH:18]=[C:17]2[C:12]([CH2:13][CH2:14][NH:15][CH2:16]2)=[CH:11][CH:10]=1.[C:21]1([CH:27]2[CH2:29][O:28]2)[CH:26]=[CH:25][CH:24]=[CH:23][CH:22]=1. No catalyst specified. The product is [C:21]1([CH:27]([OH:28])[CH2:29][N:15]2[CH2:14][CH2:13][C:12]3[C:17](=[CH:18][C:9]([C:4]4[CH:5]=[CH:6][CH:7]=[CH:8][C:3]=4[C:2]([F:1])([F:19])[F:20])=[CH:10][CH:11]=3)[CH2:16]2)[CH:26]=[CH:25][CH:24]=[CH:23][CH:22]=1. The yield is 0.150.